This data is from Forward reaction prediction with 1.9M reactions from USPTO patents (1976-2016). The task is: Predict the product of the given reaction. (1) Given the reactants [NH2:1][S:2]([CH:5]1[CH2:10][CH2:9][N:8](C(OCC2C=CC=CC=2)=O)[CH2:7][CH2:6]1)(=[O:4])=[O:3].C(O)(=O)C, predict the reaction product. The product is: [NH:8]1[CH2:9][CH2:10][CH:5]([S:2]([NH2:1])(=[O:4])=[O:3])[CH2:6][CH2:7]1. (2) Given the reactants C(N(CC)CC)C.C(O[C:13]([NH:15][N:16]([C:18]1[CH:23]=[CH:22][CH:21]=[C:20]([Cl:24])[C:19]=1[F:25])C)=O)(C)(C)C.[CH3:26][C@:27]12[C:33]([CH3:35])([CH3:34])[C@H:30]([CH2:31][CH2:32]1)[CH:29]([C:36](Cl)=[O:37])[C:28]2=O.Cl.O1CCOCC1, predict the reaction product. The product is: [Cl:24][C:20]1[C:19]([F:25])=[C:18]([N:16]2[C:36](=[O:37])[C:29]3[C@@H:30]4[C:33]([CH3:35])([CH3:34])[C@@:27]([CH3:26])([CH2:32][CH2:31]4)[C:28]=3[N:15]2[CH3:13])[CH:23]=[CH:22][CH:21]=1. (3) Given the reactants [CH:1]1([CH2:4][O:5][C:6]2[CH:11]=[C:10]([F:12])[CH:9]=[CH:8][C:7]=2[C:13]2[CH:18]=[CH:17][N:16]=[C:15]3[C:19]([C:23]([O:25][CH2:26][CH3:27])=[O:24])=[C:20]([CH3:22])[NH:21][C:14]=23)[CH2:3][CH2:2]1.Cl[CH2:29][O:30][CH2:31][CH2:32][Si:33]([CH3:36])([CH3:35])[CH3:34], predict the reaction product. The product is: [CH:1]1([CH2:4][O:5][C:6]2[CH:11]=[C:10]([F:12])[CH:9]=[CH:8][C:7]=2[C:13]2[CH:18]=[CH:17][N:16]=[C:15]3[C:19]([C:23]([O:25][CH2:26][CH3:27])=[O:24])=[C:20]([CH3:22])[N:21]([CH2:29][O:30][CH2:31][CH2:32][Si:33]([CH3:36])([CH3:35])[CH3:34])[C:14]=23)[CH2:2][CH2:3]1. (4) The product is: [O:3]=[CH:4][CH2:5][CH2:6][CH2:7][NH:8][C:9]([N:11]1[CH2:12][CH2:13][CH:14]([C:17]2[CH:22]=[CH:21][CH:20]=[CH:19][CH:18]=2)[CH2:15][CH2:16]1)=[O:10]. Given the reactants C([O:3][CH:4](OCC)[CH2:5][CH2:6][CH2:7][NH:8][C:9]([N:11]1[CH2:16][CH2:15][CH:14]([C:17]2[CH:22]=[CH:21][CH:20]=[CH:19][CH:18]=2)[CH2:13][CH2:12]1)=[O:10])C.C(O)(=O)C.Cl, predict the reaction product. (5) Given the reactants [C:1]([O:5][C:6]([NH:8][C@@H:9]1[CH2:14][C@@H:13]([C:15](OCC)=[O:16])[CH2:12][CH2:11][C@H:10]1[NH:20][C:21]([C:23]1[NH:24][C:25]2[C:30]([CH:31]=1)=[CH:29][C:28]([Cl:32])=[CH:27][CH:26]=2)=[O:22])=[O:7])([CH3:4])([CH3:3])[CH3:2].CCCCCC.[H-].C([Li])C(C)C.[Cl-].[NH4+], predict the reaction product. The product is: [C:1]([O:5][C:6]([NH:8][C@@H:9]1[CH2:14][C@@H:13]([CH2:15][OH:16])[CH2:12][CH2:11][C@H:10]1[NH:20][C:21]([C:23]1[NH:24][C:25]2[C:30]([CH:31]=1)=[CH:29][C:28]([Cl:32])=[CH:27][CH:26]=2)=[O:22])=[O:7])([CH3:4])([CH3:2])[CH3:3]. (6) Given the reactants [C:1]([C:3]1[CH:8]=[CH:7][C:6]([CH2:9][CH2:10][C:11]([O:13][CH3:14])=[O:12])=[CH:5][CH:4]=1)#[CH:2].[Br:15][C:16]1[CH:21]=[CH:20][CH:19]=[CH:18][C:17]=1I, predict the reaction product. The product is: [Br:15][C:16]1[CH:21]=[CH:20][CH:19]=[CH:18][C:17]=1[C:2]#[C:1][C:3]1[CH:8]=[CH:7][C:6]([CH2:9][CH2:10][C:11]([O:13][CH3:14])=[O:12])=[CH:5][CH:4]=1. (7) The product is: [CH2:29]([N:25]1[C:24]2[C:19](=[N:20][CH:21]=[N:22][CH:23]=2)[N:18]([C:15]2[CH:16]=[CH:17][C:12]([O:11][C:3]3[N:2]([CH3:1])[C:6]4[CH:7]=[CH:8][CH:9]=[CH:10][C:5]=4[N:4]=3)=[CH:13][CH:14]=2)[C:26]1=[O:27])[CH3:30]. Given the reactants [CH3:1][N:2]1[C:6]2[CH:7]=[CH:8][CH:9]=[CH:10][C:5]=2[N:4]=[C:3]1[O:11][C:12]1[CH:17]=[CH:16][C:15]([N:18]2[C:26](=[O:27])[NH:25][C:24]3[C:19]2=[N:20][CH:21]=[N:22][CH:23]=3)=[CH:14][CH:13]=1.I[CH2:29][CH3:30].C(=O)([O-])[O-].[Cs+].[Cs+].O, predict the reaction product.